The task is: Binary Classification. Given a T-cell receptor sequence (or CDR3 region) and an epitope sequence, predict whether binding occurs between them.. This data is from TCR-epitope binding with 47,182 pairs between 192 epitopes and 23,139 TCRs. (1) The epitope is YLDAYNMMI. The TCR CDR3 sequence is CASSTGTSGSRDEQYF. Result: 0 (the TCR does not bind to the epitope). (2) The epitope is KLGGALQAK. Result: 1 (the TCR binds to the epitope). The TCR CDR3 sequence is CASRVSGGEEQYF. (3) The epitope is ILKEPVHGV. The TCR CDR3 sequence is CASRPTGQLETQYF. Result: 0 (the TCR does not bind to the epitope). (4) The epitope is FTISVTTEIL. The TCR CDR3 sequence is CASSATGLRGNQPQHF. Result: 0 (the TCR does not bind to the epitope). (5) The epitope is WICLLQFAY. The TCR CDR3 sequence is CASSLGAGGADQPQHF. Result: 1 (the TCR binds to the epitope).